Predict the product of the given reaction. From a dataset of Forward reaction prediction with 1.9M reactions from USPTO patents (1976-2016). (1) Given the reactants [CH2:1]([C:3]1[NH:4][C:5]2[C:10]([CH:11]=1)=[CH:9][CH:8]=[CH:7][CH:6]=2)[CH3:2].C([BH3-])#N.[Na+], predict the reaction product. The product is: [CH2:1]([CH:3]1[CH2:11][C:10]2[C:5](=[CH:6][CH:7]=[CH:8][CH:9]=2)[NH:4]1)[CH3:2]. (2) Given the reactants [C:1]([C@@H:3]1[CH2:5][C@@H:4]1[CH2:6][O:7][C:8]1[N:13]=[C:12]([N:14]2[CH2:19][CH2:18][CH:17]([C:20]3[C:28]4[C:23](=[N:24][CH:25]=[CH:26][CH:27]=4)[NH:22][N:21]=3)[CH2:16][CH2:15]2)[N:11]=[C:10]([CH:29](C#N)C#N)[N:9]=1)#[N:2].[F:34][C:35]1([F:39])[CH2:38][NH:37][CH2:36]1.CS(C)=[O:42], predict the reaction product. The product is: [F:34][C:35]1([F:39])[CH2:38][N:37]([C:29]([C:10]2[N:11]=[C:12]([N:14]3[CH2:15][CH2:16][CH:17]([C:20]4[C:28]5[C:23](=[N:24][CH:25]=[CH:26][CH:27]=5)[NH:22][N:21]=4)[CH2:18][CH2:19]3)[N:13]=[C:8]([O:7][CH2:6][C@H:4]3[CH2:5][C@H:3]3[C:1]#[N:2])[N:9]=2)=[O:42])[CH2:36]1. (3) Given the reactants [Cl:1][C:2]1[N:3]=[CH:4][NH:5][C:6]=1[Cl:7].[OH-].[K+].Br[CH2:11][C:12]1[CH:21]=[CH:20][C:19]2[C:14](=[CH:15][CH:16]=[CH:17][CH:18]=2)[CH:13]=1, predict the reaction product. The product is: [Cl:1][C:2]1[N:3]=[CH:4][N:5]([CH2:11][C:12]2[CH:21]=[CH:20][C:19]3[C:14](=[CH:15][CH:16]=[CH:17][CH:18]=3)[CH:13]=2)[C:6]=1[Cl:7].